From a dataset of Reaction yield outcomes from USPTO patents with 853,638 reactions. Predict the reaction yield, written as a fraction of the theoretical maximum amount of product (1.0 means a 100% yield; for example, 0.34 means a 34% yield). (1) The reactants are [OH:1][C:2]1[CH:7]=[CH:6][C:5]([N+:8]([O-:10])=[O:9])=[CH:4][N:3]=1.[I:11]([O-])(=O)=O.[K+].[I-].[K+]. The catalyst is S(=O)(=O)(O)O.O. The product is [OH:1][C:2]1[C:7]([I:11])=[CH:6][C:5]([N+:8]([O-:10])=[O:9])=[CH:4][N:3]=1. The yield is 0.920. (2) The reactants are [CH3:1][C:2](=O)[C:3]#[C:4][CH2:5][CH3:6].[C:8]([CH2:10][C:11]([NH2:13])=[O:12])#[N:9].C(O)(=O)C.N1CCCCC1.N1CCCCC1. The catalyst is C(O)C.O.C(O)(=O)C. The product is [CH2:5]([C:4]1[C:10]([C:8]#[N:9])=[C:11]([OH:12])[N:13]=[C:2]([CH3:1])[CH:3]=1)[CH3:6]. The yield is 0.600. (3) The reactants are [Br:1][C:2]1[CH:7]=[CH:6][C:5]([C:8]2[CH:12]([C:13]3[CH:18]=[CH:17][C:16]([S:19][CH3:20])=[C:15]([F:21])[CH:14]=3)[C:11]([CH3:23])(O)[O:10][N:9]=2)=[CH:4][CH:3]=1.O.C1(C)C=CC(S(O)(=O)=O)=CC=1. The catalyst is CO. The product is [Br:1][C:2]1[CH:3]=[CH:4][C:5]([C:8]2[C:12]([C:13]3[CH:18]=[CH:17][C:16]([S:19][CH3:20])=[C:15]([F:21])[CH:14]=3)=[C:11]([CH3:23])[O:10][N:9]=2)=[CH:6][CH:7]=1. The yield is 0.970. (4) The reactants are [NH2:1][C:2]1[CH:7]=[CH:6][CH:5]=[C:4]([C:8]2[CH:13]=[CH:12][N:11]=[C:10]3[NH:14][C:15]([C:17]4[CH:18]=[N:19][N:20]([CH3:22])[CH:21]=4)=[N:16][C:9]=23)[C:3]=1[CH2:23][OH:24].[S:25]1[C:29]2[CH2:30][CH2:31][CH2:32][CH2:33][C:28]=2[CH:27]=[C:26]1[C:34](OC)=[O:35]. No catalyst specified. The product is [OH:24][CH2:23][C:3]1[C:4]([C:8]2[CH:13]=[CH:12][N:11]=[C:10]3[NH:14][C:15]([C:17]4[CH:18]=[N:19][N:20]([CH3:22])[CH:21]=4)=[N:16][C:9]=23)=[CH:5][CH:6]=[CH:7][C:2]=1[NH:1][C:34]([C:26]1[S:25][C:29]2[CH2:30][CH2:31][CH2:32][CH2:33][C:28]=2[CH:27]=1)=[O:35]. The yield is 0.0400. (5) The reactants are [Cl:1][C:2]1[CH:7]=[CH:6][C:5]([Cl:8])=[CH:4][C:3]=1[CH2:9][N:10]1[C:15](=[O:16])[CH:14]=[CH:13][CH:12]=[C:11]1[C:17]([O:19]C)=[O:18].[Li+].[OH-].O1CCCC1.O. The catalyst is O1CCCC1.O. The product is [Cl:1][C:2]1[CH:7]=[CH:6][C:5]([Cl:8])=[CH:4][C:3]=1[CH2:9][N:10]1[C:15](=[O:16])[CH:14]=[CH:13][CH:12]=[C:11]1[C:17]([OH:19])=[O:18]. The yield is 0.650.